The task is: Predict the reaction yield, written as a fraction of the theoretical maximum amount of product (1.0 means a 100% yield; for example, 0.34 means a 34% yield).. This data is from Reaction yield outcomes from USPTO patents with 853,638 reactions. (1) The reactants are [CH:1]1([N:7]2[C:11]([C:12]3[CH:17]=[CH:16][C:15]([F:18])=[CH:14][CH:13]=3)=[C:10]([C:19]([OH:21])=O)[CH:9]=[N:8]2)[CH2:6][CH2:5][CH2:4][CH2:3][CH2:2]1.S(Cl)(Cl)=O.[NH3:26].C1COCC1. The catalyst is C1(C)C=CC=CC=1.O. The product is [CH:1]1([N:7]2[C:11]([C:12]3[CH:17]=[CH:16][C:15]([F:18])=[CH:14][CH:13]=3)=[C:10]([C:19]([NH2:26])=[O:21])[CH:9]=[N:8]2)[CH2:6][CH2:5][CH2:4][CH2:3][CH2:2]1. The yield is 0.950. (2) The reactants are [C:1]([C:3]1[CH:4]=[C:5]2[C:10](=[CH:11][CH:12]=1)[N:9]=[C:8]([CH2:13][CH:14]([CH3:16])[CH3:15])[C:7]([CH2:17][NH:18][C:19](=[O:25])[O:20][C:21]([CH3:24])([CH3:23])[CH3:22])=[C:6]2[C:26]1[CH:31]=[CH:30][C:29]([CH3:32])=[CH:28][CH:27]=1)#[N:2].Cl.[NH2:34][OH:35].CC(C)([O-])C.[Na+]. The catalyst is C(O)C. The product is [NH2:2]/[C:1](=[N:34]\[OH:35])/[C:3]1[CH:4]=[C:5]2[C:10](=[CH:11][CH:12]=1)[N:9]=[C:8]([CH2:13][CH:14]([CH3:15])[CH3:16])[C:7]([CH2:17][NH:18][C:19](=[O:25])[O:20][C:21]([CH3:24])([CH3:23])[CH3:22])=[C:6]2[C:26]1[CH:31]=[CH:30][C:29]([CH3:32])=[CH:28][CH:27]=1. The yield is 0.790. (3) The reactants are [C:1]([O:5][C:6]([N:8]([C:16]1[C:21]([C:22]#[C:23][Si](C)(C)C)=[N:20][C:19]([C:28]2[CH:33]=[CH:32][C:31](=[O:34])[N:30]([CH:35]3[CH2:39][CH2:38][CH2:37][CH2:36]3)[CH:29]=2)=[CH:18][N:17]=1)[C:9](=[O:15])[O:10][C:11]([CH3:14])([CH3:13])[CH3:12])=[O:7])([CH3:4])([CH3:3])[CH3:2].C(=O)([O-])[O-].[Na+].[Na+].O. The catalyst is CN(C=O)C. The product is [C:1]([O:5][C:6]([N:8]([C:16]1[C:21]([C:22]#[CH:23])=[N:20][C:19]([C:28]2[CH:33]=[CH:32][C:31](=[O:34])[N:30]([CH:35]3[CH2:36][CH2:37][CH2:38][CH2:39]3)[CH:29]=2)=[CH:18][N:17]=1)[C:9](=[O:15])[O:10][C:11]([CH3:13])([CH3:14])[CH3:12])=[O:7])([CH3:2])([CH3:3])[CH3:4]. The yield is 0.820. (4) The reactants are [C:1]([O:4][CH:5]1[C:9]2=[N:10][CH:11]=[C:12]([NH2:29])[C:13]([N:14]3[CH2:19][C@H:18]([CH3:20])[CH2:17][C@H:16]([NH:21][C:22]([O:24][C:25]([CH3:28])([CH3:27])[CH3:26])=[O:23])[CH2:15]3)=[C:8]2[CH2:7][CH2:6]1)(=[O:3])[CH3:2].[C:30]([O:34][C:35]([NH:37][C:38]1[S:42][C:41]([C:43]2[C:48]([F:49])=[CH:47][CH:46]=[CH:45][C:44]=2[F:50])=[N:40][C:39]=1[C:51](O)=[O:52])=[O:36])([CH3:33])([CH3:32])[CH3:31].CN(C(ON1N=NC2C=CC=NC1=2)=[N+](C)C)C.F[P-](F)(F)(F)(F)F.CCN(C(C)C)C(C)C. The catalyst is CN(C=O)C.CO. The product is [C:1]([O:4][CH:5]1[C:9]2=[N:10][CH:11]=[C:12]([NH:29][C:51]([C:39]3[N:40]=[C:41]([C:43]4[C:48]([F:49])=[CH:47][CH:46]=[CH:45][C:44]=4[F:50])[S:42][C:38]=3[NH:37][C:35]([O:34][C:30]([CH3:33])([CH3:32])[CH3:31])=[O:36])=[O:52])[C:13]([N:14]3[CH2:19][C@H:18]([CH3:20])[CH2:17][C@H:16]([NH:21][C:22]([O:24][C:25]([CH3:28])([CH3:27])[CH3:26])=[O:23])[CH2:15]3)=[C:8]2[CH2:7][CH2:6]1)(=[O:3])[CH3:2]. The yield is 0.520.